Dataset: Forward reaction prediction with 1.9M reactions from USPTO patents (1976-2016). Task: Predict the product of the given reaction. (1) Given the reactants [NH2:1][C:2]1[CH:3]=[C:4]([CH:29]=[CH:30][C:31]=1[Cl:32])[C:5]([NH:7][C@H:8]([CH2:17][N:18]1C(=O)C2C(=CC=CC=2)C1=O)[CH2:9][C:10]1[CH:15]=[CH:14][CH:13]=[C:12]([F:16])[CH:11]=1)=[O:6].CO.NN, predict the reaction product. The product is: [NH2:1][C:2]1[CH:3]=[C:4]([CH:29]=[CH:30][C:31]=1[Cl:32])[C:5]([NH:7][C@H:8]([CH2:17][NH2:18])[CH2:9][C:10]1[CH:15]=[CH:14][CH:13]=[C:12]([F:16])[CH:11]=1)=[O:6]. (2) Given the reactants [OH:1][C:2]1[CH:3]=[CH:4][C:5]([CH3:12])=[C:6]([CH:11]=1)[C:7]([O:9][CH3:10])=[O:8].[CH2:13](I)[CH3:14], predict the reaction product. The product is: [CH2:13]([O:1][C:2]1[CH:3]=[CH:4][C:5]([CH3:12])=[C:6]([CH:11]=1)[C:7]([O:9][CH3:10])=[O:8])[CH3:14].